This data is from Experimentally validated miRNA-target interactions with 360,000+ pairs, plus equal number of negative samples. The task is: Binary Classification. Given a miRNA mature sequence and a target amino acid sequence, predict their likelihood of interaction. (1) The miRNA is hsa-miR-195-3p with sequence CCAAUAUUGGCUGUGCUGCUCC. The protein sequence of the target gene is MATGADVRDILELGGPEGDAASGTISKKDIINPDKKKSKKSSETLTFKRPEGMHREVYALLYSDKKDAPPLLPSDTGQGYRTVKAKLGSKKVRPWKWMPFTNPARKDGAMFFHWRRAAEEGKDYPFARFNKTVQVPVYSEQEYQLYLHDDAWTKAETDHLFDLSRRFDLRFVVIHDRYDHQQFKKRSVEDLKERYYHICAKLANVRAVPGTDLKIPVFDAGHERRRKEQLERLYNRTPEQVAEEEYLLQELRKIEARKKEREKRSQDLQKLITAADTTAEQRRTERKAPKKKLPQKKEAE.... Result: 0 (no interaction). (2) The miRNA is mmu-miR-15a-5p with sequence UAGCAGCACAUAAUGGUUUGUG. The protein sequence of the target gene is MYRWLAKVLGTILRLCERPAPGARALLKRRRSSSTLFSTAVDTDEIPAKRPRLDCFIHQVKNSLYNAASLFGFPFQLTTKPMVSSACNGTRNVAPSGEVFSNSSSCELMSSGSCSSMLKLGNKSPNGISDYPKIRVTVTRDQPRRVLPSFGFTLKSEGYNRRPSGRRHSKSNPESSLTWKPQEQGVTEMISEEGGKGVRRPHCTVEEGVQKDEREKYRKLLERLKEGAHGSTFPPTVSHHSSQRIQMDTLKTKGWVEEQNHGVRTTHFVPKQYRVVETRGPLCSMRSEKRYSKGKADTEK.... Result: 1 (interaction). (3) The miRNA is hsa-miR-4277 with sequence GCAGUUCUGAGCACAGUACAC. The protein sequence of the target gene is MMQHASPAPALTMMATQNVPPPPYQDSPQMTATAQPPSKAQAVHISAPSATASTPVPSAPIDPQAQLEADKRAVYRHPLFPLLTLLFEKCEQATQGSECITSASFDVDIENFVHQQEQEHKPFFSDDPELDNLMVKAIQVLRIHLLELEKVNELCKDFCNRYITCLKTKMHSDNLLRNDLGGPYSPNQPSINLHSQDLLQNSPNSMSGVSNNPQGIVVPASALQQGNIAMTTVNSQVVSGGALYQPVTMVTSQGQVVTQAIPQGAIQIQNTQVNLDLTSLLDNEDKKSKNKRGVLPKHAT.... Result: 0 (no interaction). (4) The miRNA is hsa-miR-603 with sequence CACACACUGCAAUUACUUUUGC. The protein sequence of the target gene is MSQVAAESTAGLDQQFVGLDLKSSDNQNGGGNTESKGRYIPPHLRNRETSKGVCDKDSSGWSCSKDKDAYSSFGSRDSRGKPNYFSDRGSGSRGRFDDHGRNDYDGIGGRDRTGFGKFERSGHSRWSDRSDEDDWSKPLPPSERLEQELFSGGNTGINFEKYDDIPVEATGNNCPPHIENFSDIEMGEIIMGNIELTRYTRPTPVQKHAIPIIKEKRDLMACAQTGSGKTAAFLLPILSQIYTDGPGEALKAMKENGRYGRRKQYPISLVLAPTRELAVQIYEEARKFSYRSRVRPCVVY.... Result: 0 (no interaction). (5) The miRNA is cel-miR-38-3p with sequence UCACCGGGAGAAAAACUGGAGU. The protein sequence of the target gene is MPNQGEDCYFFFYSTCTKGDSCPFRHCEAAIGNETVCTLWQEGRCFRQVCRFRHMEIDKKRSEIPCYWENQPTGCQKLNCAFHHNRGRYVDGLFLPPSKTVLPTVPESPEEEVKASQLSVQQNKLSVQSNPSPQLRSVMKVESSENVPSPTHPPVVINAADDDEDDDDQFSEEGDETKTPTLQPTPEVHNGLRVTSVRKPAVNIKQGECLNFGIKTLEEIKSKKMKEKSKKQGEGSSGVSSLLLHPEPVPGPEKENVRTVVRTVTLSTKQGEEPLVRLSLTERLGKRKFSAGGDSDPPLK.... Result: 0 (no interaction). (6) The protein sequence of the target gene is MASGAAQNSSQMACDSEIPGFLDAFLQDFPAPLSLESPLPWKVPGTVLSQEEVEAELIELALGFLGSRNAPPSFAVAVTHEAISQLLQTDLSEFKRLPEQEEEEEEEEEEKALVTLLDAKGLARSFFNCLWKVCSQWQKQVPLTAQAPQWQWLVSIHAIRNTRRKMEDRHVSLPAFNHLFGLSDSVHRAYFAVFDGHGGVDAARYASVHVHTNASHQPELRTNPAAALKEAFRLTDEMFLQKAKRERLQSGTTGVCALIAGAALHVAWLGDSQVILVQQGRVVKLMEPHKPERQDEKARI.... Result: 0 (no interaction). The miRNA is hsa-miR-520f-5p with sequence CCUCUAAAGGGAAGCGCUUUCU. (7) The miRNA is hsa-miR-7977 with sequence UUCCCAGCCAACGCACCA. Result: 0 (no interaction). The protein sequence of the target gene is MASGSVAECLQQETTCPVCLQYFAEPMMLDCGHNICCACLARCWGTAETNVSCPQCRETFPQRHMRPNRHLANVTQLVKQLRTERPSGPGGEMGVCEKHREPLKLYCEEDQMPICVVCDRSREHRGHSVLPLEEAVEGFKEQIQNQLDHLKRVKDLKKRRRAQGEQARAELLSLTQMEREKIVWEFEQLYHSLKEHEYRLLARLEELDLAIYNSINGAITQFSCNISHLSSLIAQLEEKQQQPTRELLQDIGDTLSRAERIRIPEPWITPPDLQEKIHIFAQKCLFLTESLKQFTEKMQS.... (8) The miRNA is hsa-miR-6512-3p with sequence UUCCAGCCCUUCUAAUGGUAGG. The protein sequence of the target gene is MARKSNLPVLLVPFLLCQALVRCSSPLPLVVNTWPFKNATEAAWRALASGGSALDAVESGCAMCEREQCDGSVGFGGSPDELGETTLDAMIMDGTTMDVGAVGDLRRIKNAIGVARKVLEHTTHTLLVGESATTFAQSMGFINEDLSTTASQALHSDWLARNCQPNYWRNVIPDPSKYCGPYKPPGILKQDIPIHKETEDDRGHDTIGMVVIHKTGHIAAGTSTNGIKFKIHGRVGDSPIPGAGAYADDTAGAAAATGNGDILMRFLPSYQAVEYMRRGEDPTIACQKVISRIQKHFPEF.... Result: 0 (no interaction).